This data is from Forward reaction prediction with 1.9M reactions from USPTO patents (1976-2016). The task is: Predict the product of the given reaction. (1) Given the reactants [Cl:1][C:2]1[CH:7]=[CH:6][C:5]([C:8]2[C:17](=[O:18])[C:16]3[C:11](=[CH:12][C:13]([OH:19])=[CH:14][CH:15]=3)[O:10][C:9]=2[CH:20]([CH3:22])[CH3:21])=[CH:4][CH:3]=1.N1C=CC=CC=1.[F:29][C:30]([F:43])([F:42])[S:31](O[S:31]([C:30]([F:43])([F:42])[F:29])(=[O:33])=[O:32])(=[O:33])=[O:32].Cl, predict the reaction product. The product is: [Cl:1][C:2]1[CH:3]=[CH:4][C:5]([C:8]2[C:17](=[O:18])[C:16]3[C:11](=[CH:12][C:13]([O:19][S:31]([C:30]([F:43])([F:42])[F:29])(=[O:33])=[O:32])=[CH:14][CH:15]=3)[O:10][C:9]=2[CH:20]([CH3:22])[CH3:21])=[CH:6][CH:7]=1. (2) Given the reactants Br[C:2]1[CH:7]=[CH:6][C:5]([CH2:8][C@H:9]([O:14][CH2:15][CH:16]2[CH2:18][CH2:17]2)[C:10]([O:12][CH3:13])=[O:11])=[CH:4][CH:3]=1.[CH3:19][NH:20][C:21]1[CH:26]=[CH:25][CH:24]=[C:23](B2OC(C)(C)C(C)(C)O2)[CH:22]=1.P([O-])([O-])([O-])=O.[K+].[K+].[K+].O, predict the reaction product. The product is: [CH:16]1([CH2:15][O:14][C@@H:9]([CH2:8][C:5]2[CH:6]=[CH:7][C:2]([C:23]3[CH:24]=[CH:25][CH:26]=[C:21]([NH:20][CH3:19])[CH:22]=3)=[CH:3][CH:4]=2)[C:10]([O:12][CH3:13])=[O:11])[CH2:18][CH2:17]1.